From a dataset of Forward reaction prediction with 1.9M reactions from USPTO patents (1976-2016). Predict the product of the given reaction. Given the reactants [CH3:1][N:2]1[CH2:7][CH2:6][CH:5]([NH2:8])[CH2:4][CH2:3]1.F[C:10]1[CH:15]=[CH:14][C:13]([N+:16]([O-:18])=[O:17])=[CH:12][CH:11]=1, predict the reaction product. The product is: [CH3:1][N:2]1[CH2:7][CH2:6][CH:5]([NH:8][C:10]2[CH:15]=[CH:14][C:13]([N+:16]([O-:18])=[O:17])=[CH:12][CH:11]=2)[CH2:4][CH2:3]1.